From a dataset of Peptide-MHC class I binding affinity with 185,985 pairs from IEDB/IMGT. Regression. Given a peptide amino acid sequence and an MHC pseudo amino acid sequence, predict their binding affinity value. This is MHC class I binding data. (1) The peptide sequence is PTPLSPPLR. The MHC is HLA-A68:02 with pseudo-sequence HLA-A68:02. The binding affinity (normalized) is 0. (2) The peptide sequence is YLLGDSDSVA. The MHC is HLA-A02:01 with pseudo-sequence HLA-A02:01. The binding affinity (normalized) is 0.724. (3) The peptide sequence is QPKPGTRMV. The MHC is HLA-B07:02 with pseudo-sequence HLA-B07:02. The binding affinity (normalized) is 0.674. (4) The peptide sequence is MTMSYLSTR. The MHC is HLA-B15:01 with pseudo-sequence HLA-B15:01. The binding affinity (normalized) is 0.0847.